From a dataset of Catalyst prediction with 721,799 reactions and 888 catalyst types from USPTO. Predict which catalyst facilitates the given reaction. (1) Reactant: [Br:1][C:2]1[CH:3]=[CH:4][C:5]([C:8]#[N:9])=[N:6][CH:7]=1.[CH3:10][Mg+].[Br-].[BH4-].[Na+].[OH-].[Na+]. Product: [Br:1][C:2]1[CH:3]=[CH:4][C:5]([CH:8]([NH2:9])[CH3:10])=[N:6][CH:7]=1. The catalyst class is: 278. (2) Reactant: [F:1][C:2]([F:33])([F:32])[C:3]1[CH:4]=[C:5]([NH:9][C:10]([N:12]2[C:20]3[C:15](=[CH:16][C:17]([O:21][C:22]4[CH:27]=[CH:26][N:25]=[C:24]([CH2:28][N:29]=[N+]=[N-])[CH:23]=4)=[CH:18][CH:19]=3)[CH:14]=[CH:13]2)=[O:11])[CH:6]=[CH:7][CH:8]=1.[H-].[Al+3].[Li+].[H-].[H-].[H-]. Product: [NH4+:9].[OH-:11].[F:33][C:2]([F:1])([F:32])[C:3]1[CH:4]=[C:5]([NH:9][C:10]([N:12]2[C:20]3[C:15](=[CH:16][C:17]([O:21][C:22]4[CH:27]=[CH:26][N:25]=[C:24]([CH2:28][NH2:29])[CH:23]=4)=[CH:18][CH:19]=3)[CH:14]=[CH:13]2)=[O:11])[CH:6]=[CH:7][CH:8]=1. The catalyst class is: 1. (3) Product: [F:1][C:2]1[CH:7]=[CH:6][C:5]([C:8]2[N:13]=[C:12]([CH3:14])[C:11]([C:15]([Cl:21])=[O:17])=[CH:10][CH:9]=2)=[CH:4][CH:3]=1. The catalyst class is: 59. Reactant: [F:1][C:2]1[CH:7]=[CH:6][C:5]([C:8]2[N:13]=[C:12]([CH3:14])[C:11]([C:15]([OH:17])=O)=[CH:10][CH:9]=2)=[CH:4][CH:3]=1.C(Cl)(=O)C([Cl:21])=O. (4) Reactant: [Cl:1][C:2]1[CH:3]=[N:4][C:5]2[N:6]([N:8]=[C:9]([CH:11]=O)[N:10]=2)[CH:7]=1.[CH:13]1([C:18]2([CH2:26][CH2:27][C:28]3[CH:33]=[CH:32][C:31]([OH:34])=[C:30]([CH2:35][C:36]([F:39])([F:38])[F:37])[CH:29]=3)[O:23][C:22](=[O:24])[CH2:21][C:20](=[O:25])[CH2:19]2)[CH2:17][CH2:16][CH2:15][CH2:14]1. Product: [Cl:1][C:2]1[CH:3]=[N:4][C:5]2[N:6]([N:8]=[C:9]([CH2:11][C:21]3[C:22](=[O:24])[O:23][C:18]([CH:13]4[CH2:14][CH2:15][CH2:16][CH2:17]4)([CH2:26][CH2:27][C:28]4[CH:33]=[CH:32][C:31]([OH:34])=[C:30]([CH2:35][C:36]([F:38])([F:39])[F:37])[CH:29]=4)[CH2:19][C:20]=3[OH:25])[N:10]=2)[CH:7]=1. The catalyst class is: 5. (5) Reactant: [Br:1][C:2]1[CH:7]=[CH:6][CH:5]=[CH:4][C:3]=1[CH2:8][CH2:9][C:10]([OH:12])=O.C(Cl)(=O)C(Cl)=O.[Al+3].[Cl-].[Cl-].[Cl-]. Product: [Br:1][C:2]1[CH:7]=[CH:6][CH:5]=[C:4]2[C:3]=1[CH2:8][CH2:9][C:10]2=[O:12]. The catalyst class is: 59. (6) Reactant: [F:1][C:2]([F:55])([F:54])[C:3]1[CH:4]=[C:5]([CH:47]=[C:48]([C:50]([F:53])([F:52])[F:51])[CH:49]=1)[CH2:6][N:7]([CH2:23][C:24]1[CH:29]=[C:28]([C:30]([F:33])([F:32])[F:31])[CH:27]=[CH:26][C:25]=1[NH:34][C@H:35]([C:38](C)(C)[O:39][SiH2]C(C)(C)C)[CH2:36][CH3:37])[C:8]1[N:13]=[CH:12][C:11]([O:14][CH2:15][CH2:16][CH2:17][C:18]([O:20][CH2:21][CH3:22])=[O:19])=[CH:10][N:9]=1.[F-].C([N+](CCCC)(CCCC)CCCC)CCC.O1CCCC1. Product: [F:55][C:2]([F:1])([F:54])[C:3]1[CH:4]=[C:5]([CH:47]=[C:48]([C:50]([F:51])([F:52])[F:53])[CH:49]=1)[CH2:6][N:7]([CH2:23][C:24]1[CH:29]=[C:28]([C:30]([F:33])([F:32])[F:31])[CH:27]=[CH:26][C:25]=1[NH:34][C@H:35]([CH2:38][OH:39])[CH2:36][CH3:37])[C:8]1[N:9]=[CH:10][C:11]([O:14][CH2:15][CH2:16][CH2:17][C:18]([O:20][CH2:21][CH3:22])=[O:19])=[CH:12][N:13]=1. The catalyst class is: 7. (7) Reactant: [CH3:1][N:2]([CH3:29])[C:3]1([C:23]2[CH:28]=[CH:27][CH:26]=[CH:25][CH:24]=2)[CH2:8][CH2:7][C:6](=[CH:9][C:10]([NH:12][CH2:13][C:14]2[C:22]3[C:17](=[CH:18][CH:19]=[CH:20][CH:21]=3)[NH:16][CH:15]=2)=[O:11])[CH2:5][CH2:4]1.[Cl:30][Si](C)(C)C. Product: [ClH:30].[CH3:29][N:2]([CH3:1])[C:3]1([C:23]2[CH:28]=[CH:27][CH:26]=[CH:25][CH:24]=2)[CH2:8][CH2:7][C:6](=[CH:9][C:10]([NH:12][CH2:13][C:14]2[C:22]3[C:17](=[CH:18][CH:19]=[CH:20][CH:21]=3)[NH:16][CH:15]=2)=[O:11])[CH2:5][CH2:4]1. The catalyst class is: 573. (8) Reactant: [Cl:1][C:2]1[CH:11]=[CH:10][C:5]([C:6]([O:8][CH3:9])=[O:7])=[CH:4][C:3]=1[N+:12]([O-])=O. Product: [Cl:1][C:2]1[CH:11]=[CH:10][C:5]([C:6]([O:8][CH3:9])=[O:7])=[CH:4][C:3]=1[NH2:12]. The catalyst class is: 99.